Dataset: Forward reaction prediction with 1.9M reactions from USPTO patents (1976-2016). Task: Predict the product of the given reaction. (1) Given the reactants [F:1][C:2]([F:53])([F:52])[C:3]1[CH:4]=[C:5]([C@H:13]2[O:17][C:16](=[O:18])[N:15]([CH2:19][C:20]3[C:25]([C:26]4[CH:27]=[C:28]([C:34]5[CH:43]=[CH:42][C:37]([C:38]([O:40]C)=O)=[CH:36][C:35]=5[CH3:44])[CH:29]=[N:30][C:31]=4[O:32][CH3:33])=[CH:24][N:23]=[C:22]([N:45]4[CH2:50][CH2:49][O:48][CH2:47][CH2:46]4)[N:21]=3)[C@H:14]2[CH3:51])[CH:6]=[C:7]([C:9]([F:12])([F:11])[F:10])[CH:8]=1.[NH2:54][NH2:55], predict the reaction product. The product is: [F:52][C:2]([F:1])([F:53])[C:3]1[CH:4]=[C:5]([C@H:13]2[O:17][C:16](=[O:18])[N:15]([CH2:19][C:20]3[C:25]([C:26]4[CH:27]=[C:28]([C:34]5[CH:43]=[CH:42][C:37]([C:38]([NH:54][NH2:55])=[O:40])=[CH:36][C:35]=5[CH3:44])[CH:29]=[N:30][C:31]=4[O:32][CH3:33])=[CH:24][N:23]=[C:22]([N:45]4[CH2:50][CH2:49][O:48][CH2:47][CH2:46]4)[N:21]=3)[C@H:14]2[CH3:51])[CH:6]=[C:7]([C:9]([F:10])([F:11])[F:12])[CH:8]=1. (2) Given the reactants [C:1]1([N:7]2[C:11]3([CH2:16][CH2:15][NH:14][CH2:13][CH2:12]3)[C:10](=[O:17])[NH:9][CH2:8]2)[CH:6]=[CH:5][CH:4]=[CH:3][CH:2]=1.[C:18](O[C:18]([O:20][C:21]([CH3:24])([CH3:23])[CH3:22])=[O:19])([O:20][C:21]([CH3:24])([CH3:23])[CH3:22])=[O:19].C(N(C(C)C)CC)(C)C, predict the reaction product. The product is: [C:21]([O:20][C:18]([N:14]1[CH2:13][CH2:12][C:11]2([N:7]([C:1]3[CH:2]=[CH:3][CH:4]=[CH:5][CH:6]=3)[CH2:8][NH:9][C:10]2=[O:17])[CH2:16][CH2:15]1)=[O:19])([CH3:24])([CH3:23])[CH3:22].